From a dataset of Peptide-MHC class I binding affinity with 185,985 pairs from IEDB/IMGT. Regression. Given a peptide amino acid sequence and an MHC pseudo amino acid sequence, predict their binding affinity value. This is MHC class I binding data. (1) The peptide sequence is SFSLESDSIK. The MHC is HLA-A33:01 with pseudo-sequence HLA-A33:01. The binding affinity (normalized) is 0. (2) The peptide sequence is MLHNPTSETM. The MHC is Mamu-B01 with pseudo-sequence Mamu-B01. The binding affinity (normalized) is 0. (3) The peptide sequence is PYCNYSKFW. The MHC is HLA-B07:02 with pseudo-sequence HLA-B07:02. The binding affinity (normalized) is 0. (4) The peptide sequence is TMKFKGTVD. The MHC is HLA-A11:01 with pseudo-sequence HLA-A11:01. The binding affinity (normalized) is 0.0847. (5) The peptide sequence is SSPLELFML. The MHC is Mamu-B01 with pseudo-sequence Mamu-B01. The binding affinity (normalized) is 0.147. (6) The peptide sequence is SENDRLRLL. The MHC is HLA-B18:01 with pseudo-sequence HLA-B18:01. The binding affinity (normalized) is 0.481.